From a dataset of Full USPTO retrosynthesis dataset with 1.9M reactions from patents (1976-2016). Predict the reactants needed to synthesize the given product. The reactants are: [F:1][CH:2]([F:12])[C:3]1[C:7]([C:8]([NH2:10])=[O:9])=[CH:6][N:5]([CH3:11])[N:4]=1.Br[C:14]1[CH:15]=[CH:16][CH:17]=[C:18]2[C:23]=1[C:22](=[CH2:24])[C:21]([CH3:26])([CH3:25])[CH2:20][CH2:19]2.C([O-])([O-])=O.[K+].[K+].O. Given the product [F:12][CH:2]([F:1])[C:3]1[C:7]([C:8]([NH:10][C:14]2[C:23]3[C:22](=[CH2:24])[C:21]([CH3:26])([CH3:25])[CH2:20][CH2:19][C:18]=3[CH:17]=[CH:16][CH:15]=2)=[O:9])=[CH:6][N:5]([CH3:11])[N:4]=1, predict the reactants needed to synthesize it.